Dataset: Reaction yield outcomes from USPTO patents with 853,638 reactions. Task: Predict the reaction yield, written as a fraction of the theoretical maximum amount of product (1.0 means a 100% yield; for example, 0.34 means a 34% yield). (1) The reactants are [CH3:1][N:2]1[CH2:7][CH2:6][CH:5]([CH2:8][N:9]2[CH2:14][CH2:13][NH:12][CH2:11][CH2:10]2)[CH2:4][CH2:3]1.[C:15]1([CH:21]([N:28]=[C:29]=[O:30])[C:22]2[CH:27]=[CH:26][CH:25]=[CH:24][CH:23]=2)[CH:20]=[CH:19][CH:18]=[CH:17][CH:16]=1. The catalyst is C(Cl)Cl. The product is [CH:21]([NH:28][C:29]([N:12]1[CH2:13][CH2:14][N:9]([CH2:8][CH:5]2[CH2:6][CH2:7][N:2]([CH3:1])[CH2:3][CH2:4]2)[CH2:10][CH2:11]1)=[O:30])([C:22]1[CH:23]=[CH:24][CH:25]=[CH:26][CH:27]=1)[C:15]1[CH:20]=[CH:19][CH:18]=[CH:17][CH:16]=1. The yield is 0.820. (2) The reactants are Cl[C:2]1[N:7]=[C:6]2[NH:8][N:9]=[C:10]([C:11]([O:13][CH3:14])=[O:12])[C:5]2=[CH:4][CH:3]=1.[CH3:15][N:16]1[CH:20]=[C:19](B(O)O)[CH:18]=[N:17]1. No catalyst specified. The product is [CH3:15][N:16]1[CH:20]=[C:19]([C:2]2[N:7]=[C:6]3[NH:8][N:9]=[C:10]([C:11]([O:13][CH3:14])=[O:12])[C:5]3=[CH:4][CH:3]=2)[CH:18]=[N:17]1. The yield is 0.600.